Dataset: Catalyst prediction with 721,799 reactions and 888 catalyst types from USPTO. Task: Predict which catalyst facilitates the given reaction. (1) Reactant: [Li]CCCC.[Br:6][C:7]1[N:8]=[C:9]([C:21]([CH3:24])([CH3:23])[CH3:22])[N:10]([CH2:13][O:14][CH2:15][CH2:16][Si:17]([CH3:20])([CH3:19])[CH3:18])[C:11]=1Br.[Cl:25][C:26]1[N:31]=[CH:30][CH:29]=[CH:28][N:27]=1. Product: [Br:6][C:7]1[N:8]=[C:9]([C:21]([CH3:24])([CH3:23])[CH3:22])[N:10]([CH2:13][O:14][CH2:15][CH2:16][Si:17]([CH3:20])([CH3:19])[CH3:18])[C:11]=1[C:28]1[CH:29]=[CH:30][N:31]=[C:26]([Cl:25])[N:27]=1. The catalyst class is: 725. (2) Reactant: S([O:8][S:9]([C:12]([F:15])([F:14])[F:13])(=[O:11])=[O:10])(C(F)(F)F)(=O)=O.[CH3:16][O:17][C:18]1[CH:23]=[CH:22][C:21]([C:24]([F:27])([F:26])[F:25])=[CH:20][C:19]=1[C:28]1[CH2:32][C:31](=O)[N:30]([C@H:34]([C:36]2[CH:46]=[CH:45][C:39]([C:40]([O:42][CH2:43][CH3:44])=[O:41])=[CH:38][CH:37]=2)[CH3:35])[N:29]=1.C(N(CC)CC)C. Product: [CH3:16][O:17][C:18]1[CH:23]=[CH:22][C:21]([C:24]([F:26])([F:27])[F:25])=[CH:20][C:19]=1[C:28]1[CH:32]=[C:31]([O:8][S:9]([C:12]([F:13])([F:14])[F:15])(=[O:10])=[O:11])[N:30]([C@H:34]([C:36]2[CH:37]=[CH:38][C:39]([C:40]([O:42][CH2:43][CH3:44])=[O:41])=[CH:45][CH:46]=2)[CH3:35])[N:29]=1. The catalyst class is: 2. (3) Reactant: CS(O[CH2:6][CH2:7][C:8]1[CH:13]=[CH:12][C:11]([O:14][CH3:15])=[CH:10][C:9]=1[F:16])(=O)=O.C1(S(O)(=O)=O)C=CC=CC=1.[CH3:27][C@@H:28]1[CH2:32][CH2:31][CH2:30][NH:29]1.C(=O)([O-])[O-].[K+].[K+]. Product: [F:16][C:9]1[CH:10]=[C:11]([O:14][CH3:15])[CH:12]=[CH:13][C:8]=1[CH2:7][CH2:6][N:29]1[CH2:30][CH2:31][CH2:32][C@H:28]1[CH3:27]. The catalyst class is: 10. (4) Product: [ClH:12].[C:4]([NH2:13])(=[NH:5])[C:6]1[CH:11]=[CH:10][N:9]=[CH:8][CH:7]=1. Reactant: C[O-].[Na+].[C:4]([C:6]1[CH:11]=[CH:10][N:9]=[CH:8][CH:7]=1)#[N:5].[Cl-:12].[NH4+:13]. The catalyst class is: 5. (5) Reactant: [CH2:1]([O:3][C:4](=[O:15])[C:5]([CH3:14])([CH3:13])[CH2:6][NH:7][CH:8]1[CH2:12][CH2:11][CH2:10][CH2:9]1)[CH3:2].C(=O)([O-])[O-].[K+].[K+].[Cl:22][C:23]1[N:28]=[C:27](Cl)[C:26]([N+:30]([O-:32])=[O:31])=[CH:25][N:24]=1. Product: [CH2:1]([O:3][C:4](=[O:15])[C:5]([CH3:14])([CH3:13])[CH2:6][N:7]([C:25]1[C:26]([N+:30]([O-:32])=[O:31])=[CH:27][N:28]=[C:23]([Cl:22])[N:24]=1)[CH:8]1[CH2:12][CH2:11][CH2:10][CH2:9]1)[CH3:2]. The catalyst class is: 21.